This data is from Forward reaction prediction with 1.9M reactions from USPTO patents (1976-2016). The task is: Predict the product of the given reaction. Given the reactants [C:1]1([CH2:7][C:8](Cl)=[O:9])[CH:6]=[CH:5][CH:4]=[CH:3][CH:2]=1.[S-:11][C:12]#[N:13].[K+].C(=O)([O-])O.[Na+].[NH2:20][C:21]1[CH:47]=[CH:46][C:24]([O:25][C:26]2[CH:31]=[CH:30][N:29]=[C:28]([NH:32][C:33]([N:35]3[CH2:40][CH2:39][CH:38]([N:41]4[CH2:45][CH2:44][CH2:43][CH2:42]4)[CH2:37][CH2:36]3)=[O:34])[CH:27]=2)=[CH:23][CH:22]=1.[C@]12(CS(O)(=O)=O)C(C)(C)C(CC1)CC2=O, predict the reaction product. The product is: [C:1]1([CH2:7][C:8]([NH:13][C:12](=[S:11])[NH:20][C:21]2[CH:22]=[CH:23][C:24]([O:25][C:26]3[CH:31]=[CH:30][N:29]=[C:28]([NH:32][C:33]([N:35]4[CH2:36][CH2:37][CH:38]([N:41]5[CH2:45][CH2:44][CH2:43][CH2:42]5)[CH2:39][CH2:40]4)=[O:34])[CH:27]=3)=[CH:46][CH:47]=2)=[O:9])[CH:6]=[CH:5][CH:4]=[CH:3][CH:2]=1.